The task is: Predict the reactants needed to synthesize the given product.. This data is from Full USPTO retrosynthesis dataset with 1.9M reactions from patents (1976-2016). (1) Given the product [Cl:1][C:14]1[N:13]=[C:12]2[N:29]([CH3:30])[C:2]([CH3:3])=[N:10][C:11]2=[C:16]([NH:17][CH2:18][C:19]2[C:24]([CH3:25])=[CH:23][CH:22]=[CH:21][C:20]=2[CH2:26][CH3:27])[CH:15]=1, predict the reactants needed to synthesize it. The reactants are: [ClH:1].[C:2](OC)(OC)(OC)[CH3:3].[NH2:10][C:11]1[C:12]([NH:29][CH3:30])=[N:13][C:14](Cl)=[CH:15][C:16]=1[NH:17][CH2:18][C:19]1[C:24]([CH3:25])=[CH:23][CH:22]=[CH:21][C:20]=1[CH2:26][CH3:27]. (2) Given the product [ClH:27].[Br:26][C:18]1[C:17]2[C:22](=[CH:23][CH:24]=[CH:25][C:16]=2[O:15][C@H:12]2[CH2:13][CH2:14][C@H:9]([NH2:8])[CH2:10][CH2:11]2)[CH:21]=[N:20][CH:19]=1, predict the reactants needed to synthesize it. The reactants are: C(OC([NH:8][C@H:9]1[CH2:14][CH2:13][C@H:12]([O:15][C:16]2[CH:25]=[CH:24][CH:23]=[C:22]3[C:17]=2[C:18]([Br:26])=[CH:19][N:20]=[CH:21]3)[CH2:11][CH2:10]1)=O)(C)(C)C.[ClH:27].CO. (3) Given the product [NH2:1][C:2]1[C:10]([O:11][CH3:12])=[CH:9][C:5]([C:6]([NH:24][CH2:23][C:20]2([CH2:19][N:14]3[CH2:18][CH2:17][CH2:16][CH2:15]3)[CH2:21][CH2:22]2)=[O:8])=[C:4]([F:13])[CH:3]=1, predict the reactants needed to synthesize it. The reactants are: [NH2:1][C:2]1[C:10]([O:11][CH3:12])=[CH:9][C:5]([C:6]([OH:8])=O)=[C:4]([F:13])[CH:3]=1.[N:14]1([CH2:19][C:20]2([CH2:23][NH2:24])[CH2:22][CH2:21]2)[CH2:18][CH2:17][CH2:16][CH2:15]1.CN(C(ON1N=NC2C=CC=NC1=2)=[N+](C)C)C.F[P-](F)(F)(F)(F)F.CCN(C(C)C)C(C)C. (4) Given the product [CH:46]1[C:47]2[NH:7][C:1]3[C:48](=[CH:5][CH:4]=[CH:3][CH:2]=3)[C:42]=2[CH:43]=[C:44]([C:24]2[CH:23]=[CH:22][C:21]([N:7]([C:1]3[CH:2]=[CH:3][CH:4]=[CH:5][CH:6]=3)[C:8]3[C:13]4[S:14][C:15]5[CH:20]=[CH:19][CH:18]=[CH:17][C:16]=5[C:12]=4[CH:11]=[CH:10][CH:9]=3)=[CH:26][CH:25]=2)[CH:45]=1, predict the reactants needed to synthesize it. The reactants are: [C:1]1([N:7]([C:21]2[CH:26]=[CH:25][C:24](B3OC(C)(C)C(C)(C)O3)=[CH:23][CH:22]=2)[C:8]2[C:13]3[S:14][C:15]4[CH:20]=[CH:19][CH:18]=[CH:17][C:16]=4[C:12]=3[CH:11]=[CH:10][CH:9]=2)[CH:6]=[CH:5][CH:4]=[CH:3][CH:2]=1.C([O-])([O-])=O.[K+].[K+].[C:42]1([CH3:48])[CH:47]=[CH:46][CH:45]=[CH:44][CH:43]=1. (5) Given the product [C:1]1([N:7]([C:22]2[CH:27]=[CH:26][CH:25]=[CH:24][CH:23]=2)[N:8]=[CH:9][C:10]2[CH:15]=[CH:14][C:13]([N:16]([CH2:19][CH3:20])[CH2:17][CH3:18])=[CH:12][C:11]=2[O:21][CH:40]2[O:41][CH:39]2[CH3:37])[CH:2]=[CH:3][CH:4]=[CH:5][CH:6]=1, predict the reactants needed to synthesize it. The reactants are: [C:1]1([N:7]([C:22]2[CH:27]=[CH:26][CH:25]=[CH:24][CH:23]=2)[N:8]=[CH:9][C:10]2[CH:15]=[CH:14][C:13]([N:16]([CH2:19][CH3:20])[CH2:17][CH3:18])=[CH:12][C:11]=2[OH:21])[CH:6]=[CH:5][CH:4]=[CH:3][CH:2]=1.[OH-].[K+].S([O-])([O-])(=O)=O.[Na+].[Na+].[CH2:37]([CH:39]1[O:41][CH2:40]1)Cl. (6) Given the product [ClH:43].[ClH:43].[CH3:6][NH:7][CH2:8][CH2:9][O:10][CH2:11][CH2:12][NH:13][C:14]([C:16]1[CH:40]=[CH:39][C:19]2[N:20]([CH3:38])[C:21]([NH:23][C:24]3[S:25][C:26]4[CH:32]=[C:31]([O:33][C:34]([F:37])([F:35])[F:36])[CH:30]=[CH:29][C:27]=4[N:28]=3)=[N:22][C:18]=2[CH:17]=1)=[O:15], predict the reactants needed to synthesize it. The reactants are: C(O[C:6](=O)[N:7](C)[CH2:8][CH2:9][O:10][CH2:11][CH2:12][NH:13][C:14]([C:16]1[CH:40]=[CH:39][C:19]2[N:20]([CH3:38])[C:21]([NH:23][C:24]3[S:25][C:26]4[CH:32]=[C:31]([O:33][C:34]([F:37])([F:36])[F:35])[CH:30]=[CH:29][C:27]=4[N:28]=3)=[N:22][C:18]=2[CH:17]=1)=[O:15])(C)(C)C.[ClH:43]. (7) Given the product [OH:10][C@@H:7]([CH2:8][CH3:9])[C@H:2]([CH3:1])[C:3](=[O:6])[CH2:4][CH3:5], predict the reactants needed to synthesize it. The reactants are: [CH3:1][CH:2]([C:7](=[O:10])[CH2:8][CH3:9])[C:3](=[O:6])[CH2:4][CH3:5].[Na+].[Cl-].O=C[C@@H]([C@H]([C@@H]([C@@H](CO)O)O)O)O.[OH-].[Na+].